The task is: Predict the product of the given reaction.. This data is from Forward reaction prediction with 1.9M reactions from USPTO patents (1976-2016). (1) Given the reactants [Br:1][C:2]1[CH:12]=[CH:11][C:5]2[O:6][CH2:7][C:8](=O)[NH:9][C:4]=2[CH:3]=1.[CH3:13][C:14](OC(C)=O)=[O:15], predict the reaction product. The product is: [Br:1][C:2]1[CH:12]=[CH:11][C:5]2[O:6][CH2:7][CH2:8][N:9]([C:14](=[O:15])[CH3:13])[C:4]=2[CH:3]=1. (2) Given the reactants [CH2:1]([C:3]1[C:8]([CH2:9][CH:10]=O)=[CH:7][CH:6]=[CH:5][C:4]=1[C:12]1[S:16][C:15]([C:17]2[CH:18]=[CH:19][C:20]([O:25][CH:26]([CH3:28])[CH3:27])=[C:21]([CH:24]=2)[C:22]#[N:23])=[N:14][CH:13]=1)[CH3:2].[NH:29]1[CH2:36][CH2:35][CH2:34][C@H:30]1[C:31]([OH:33])=[O:32].C(O)(=O)C.C([BH3-])#N.[Na+], predict the reaction product. The product is: [C:22]([C:21]1[CH:24]=[C:17]([C:15]2[S:16][C:12]([C:4]3[C:3]([CH2:1][CH3:2])=[C:8]([CH2:9][CH2:10][N:29]4[CH2:36][CH2:35][CH2:34][C@H:30]4[C:31]([OH:33])=[O:32])[CH:7]=[CH:6][CH:5]=3)=[CH:13][N:14]=2)[CH:18]=[CH:19][C:20]=1[O:25][CH:26]([CH3:28])[CH3:27])#[N:23]. (3) Given the reactants [Cl:1][C:2]1[C:7]([Cl:8])=[CH:6][CH:5]=[CH:4][C:3]=1[S:9](N(C)CCC(O)=O)(=[O:11])=[O:10].CN([C:22]([O:26]N1N=NC2C=CC=CC1=2)=[N+](C)C)C.[B-](F)(F)(F)F.C([N:43]([CH2:46][CH3:47])[CH2:44]C)C.[CH3:48][NH:49][CH2:50][CH2:51][C:52]1[CH:57]=[CH:56][C:55]([C:58]2[N:59]([C:63]([O:65][C:66]([CH3:69])([CH3:68])[CH3:67])=[O:64])[CH2:60][CH2:61][N:62]=2)=[CH:54][CH:53]=1, predict the reaction product. The product is: [Cl:1][C:2]1[C:7]([Cl:8])=[CH:6][CH:5]=[CH:4][C:3]=1[S:9]([CH2:44][NH:43][CH2:46][CH2:47][C:22]([CH2:48][NH:49][CH2:50][CH2:51][C:52]1[CH:53]=[CH:54][C:55]([C:58]2[N:59]([C:63]([O:65][C:66]([CH3:69])([CH3:68])[CH3:67])=[O:64])[CH2:60][CH2:61][N:62]=2)=[CH:56][CH:57]=1)=[O:26])(=[O:10])=[O:11]. (4) Given the reactants Cl[C:2](=[O:7])[C:3]([O:5][CH3:6])=[O:4].[NH2:8][C:9]1[CH:14]=[CH:13][C:12]([C@H:15]2[CH2:20][CH2:19][C@H:18]([C:21]([O:23][C:24]([CH3:27])([CH3:26])[CH3:25])=[O:22])[CH2:17][CH2:16]2)=[CH:11][CH:10]=1.N1C=CC=CC=1, predict the reaction product. The product is: [CH3:6][O:5][C:3](=[O:4])[C:2]([NH:8][C:9]1[CH:10]=[CH:11][C:12]([C@H:15]2[CH2:16][CH2:17][C@H:18]([C:21]([O:23][C:24]([CH3:27])([CH3:26])[CH3:25])=[O:22])[CH2:19][CH2:20]2)=[CH:13][CH:14]=1)=[O:7].